Dataset: Forward reaction prediction with 1.9M reactions from USPTO patents (1976-2016). Task: Predict the product of the given reaction. (1) Given the reactants [C:1]([N:4]1[C:13]2[C:8](=[CH:9][C:10]([C:14]3[CH:24]=[CH:23][C:17]([C:18]([O:20]CC)=[O:19])=[CH:16][CH:15]=3)=[CH:11][CH:12]=2)[C@H:7]([NH:25][C:26]2[CH:31]=[CH:30][C:29]([Cl:32])=[CH:28][CH:27]=2)[CH2:6][C@@H:5]1[CH3:33])(=[O:3])[CH3:2].[OH-].[Na+].Cl, predict the reaction product. The product is: [C:1]([N:4]1[C:13]2[C:8](=[CH:9][C:10]([C:14]3[CH:24]=[CH:23][C:17]([C:18]([OH:20])=[O:19])=[CH:16][CH:15]=3)=[CH:11][CH:12]=2)[C@H:7]([NH:25][C:26]2[CH:27]=[CH:28][C:29]([Cl:32])=[CH:30][CH:31]=2)[CH2:6][C@@H:5]1[CH3:33])(=[O:3])[CH3:2]. (2) Given the reactants [CH3:1][N:2]1[CH2:7][CH2:6][O:5][C@@H:4]([CH2:8][OH:9])[CH2:3]1.[H-].[Na+].[N+](C1C=CC([O:21][C:22]([N:24]2[CH2:29][CH2:28][N:27]([C:30]3[CH:35]=[CH:34][C:33]([F:36])=[CH:32][CH:31]=3)[CH2:26][CH2:25]2)=O)=CC=1)([O-])=O, predict the reaction product. The product is: [F:36][C:33]1[CH:32]=[CH:31][C:30]([N:27]2[CH2:26][CH2:25][N:24]([C:22]([O:9][CH2:8][C@@H:4]3[O:5][CH2:6][CH2:7][N:2]([CH3:1])[CH2:3]3)=[O:21])[CH2:29][CH2:28]2)=[CH:35][CH:34]=1. (3) Given the reactants [C:1]([S:9][CH2:10][CH2:11][C:12]([NH:14][C@H:15]([C:17]([OH:19])=[O:18])[CH3:16])=[O:13])(=[O:8])[C:2]1[CH:7]=[CH:6][CH:5]=[CH:4][CH:3]=1.N[C@H](C(O)=O)C.N[C@@H](C(O)=O)C, predict the reaction product. The product is: [C:1]([S:9][CH2:10][CH2:11][C:12]([NH:14][C@@H:15]([C:17]([OH:19])=[O:18])[CH3:16])=[O:13])(=[O:8])[C:2]1[CH:3]=[CH:4][CH:5]=[CH:6][CH:7]=1. (4) Given the reactants [C:1]([C:4]([OH:6])=[O:5])([OH:3])=[O:2].O.O.[Cl:9][C:10]1[CH:11]=[C:12]([N:17]2[C:25]3[CH2:24][CH2:23][CH2:22][CH:21]([CH2:26][CH2:27][N:28]4[CH2:33][CH2:32][CH:31]([C:34]5[CH:39]=[CH:38][CH:37]=[CH:36][CH:35]=5)[CH2:30][CH2:29]4)[C:20]=3[CH:19]=[N:18]2)[CH:13]=[CH:14][C:15]=1[Cl:16], predict the reaction product. The product is: [C:4]([OH:6])(=[O:5])[C:1]([OH:3])=[O:2].[Cl:9][C:10]1[CH:11]=[C:12]([N:17]2[C:25]3[CH2:24][CH2:23][CH2:22][CH:21]([CH2:26][CH2:27][N:28]4[CH2:29][CH2:30][CH:31]([C:34]5[CH:35]=[CH:36][CH:37]=[CH:38][CH:39]=5)[CH2:32][CH2:33]4)[C:20]=3[CH:19]=[N:18]2)[CH:13]=[CH:14][C:15]=1[Cl:16]. (5) The product is: [Cl:3][C:15]1[NH:8][C:9]2[C:10]([CH:16]=1)=[CH:11][CH:12]=[CH:13][CH:14]=2. Given the reactants O=P(Cl)(Cl)[Cl:3].C([N:8]([CH2:15][CH3:16])[C:9]1[CH:14]=[CH:13][CH:12]=[CH:11][CH:10]=1)C.N1C2C(=CC=CC=2)CC1=O.O, predict the reaction product. (6) The product is: [Cl:1][C:2]1[N:3]=[C:4]([N:13]2[CH2:18][CH2:17][O:16][CH2:15][CH2:14]2)[C:5]2[S:10][CH:9]=[CH:8][C:6]=2[N:7]=1. Given the reactants [Cl:1][C:2]1[N:3]=[C:4]([N:13]2[CH2:18][CH2:17][O:16][CH2:15][CH2:14]2)[C:5]2[S:10][C:9](C=O)=[CH:8][C:6]=2[N:7]=1.OC1CCCNC1.S([O-])([O-])(=O)=O.[Mg+2].C(O[BH-](OC(=O)C)OC(=O)C)(=O)C.[Na+].C(=O)(O)[O-].[Na+], predict the reaction product. (7) Given the reactants C(Cl)(=O)C(Cl)=O.[Na].[CH3:8][C:9]1([CH3:18])[O:13][C:12]([CH3:17])([C:14]([O-:16])=O)[CH2:11][O:10]1.[Na+].[C:20]([C:22]1[CH:28]=[CH:27][C:25]([NH2:26])=[CH:24][C:23]=1[C:29]([F:32])([F:31])[F:30])#[N:21].C([O-])(O)=O.[Na+], predict the reaction product. The product is: [C:20]([C:22]1[CH:28]=[CH:27][C:25]([NH:26][C:14]([C:12]2([CH3:17])[CH2:11][O:10][C:9]([CH3:8])([CH3:18])[O:13]2)=[O:16])=[CH:24][C:23]=1[C:29]([F:30])([F:31])[F:32])#[N:21]. (8) Given the reactants [CH3:1][C:2]1[CH:3]=[CH:4][CH:5]=[C:6]2[C:11]=1[NH:10][C:9](=[O:12])[C:8]([CH:13]=O)=[CH:7]2.[CH:15]([NH2:18])([CH3:17])[CH3:16].C(O[BH-](OC(=O)C)OC(=O)C)(=O)C.[Na+], predict the reaction product. The product is: [CH:15]([NH:18][CH2:13][C:8]1[C:9](=[O:12])[NH:10][C:11]2[C:6]([CH:7]=1)=[CH:5][CH:4]=[CH:3][C:2]=2[CH3:1])([CH3:17])[CH3:16]. (9) Given the reactants [C:1]([O:5][C:6](=[O:26])[NH:7][C@H:8]1[CH2:11][C@H:10]([N:12]2[C:16]3[N:17]=[C:18](SC)[N:19]=[CH:20][C:15]=3[C:14]([CH3:24])([CH3:23])[C:13]2=[O:25])[CH2:9]1)([CH3:4])([CH3:3])[CH3:2].C([SiH](CC)CC)C, predict the reaction product. The product is: [C:1]([O:5][C:6](=[O:26])[NH:7][C@H:8]1[CH2:9][C@H:10]([N:12]2[C:16]3[N:17]=[CH:18][N:19]=[CH:20][C:15]=3[C:14]([CH3:24])([CH3:23])[C:13]2=[O:25])[CH2:11]1)([CH3:4])([CH3:2])[CH3:3].